Predict which catalyst facilitates the given reaction. From a dataset of Catalyst prediction with 721,799 reactions and 888 catalyst types from USPTO. (1) Reactant: F[C:2]1[CH:7]=[CH:6][C:5]([C:8]([F:11])([F:10])[F:9])=[CH:4][CH:3]=1.[NH2:12][C:13]1[CH:18]=[CH:17][C:16]([SH:19])=[CH:15][CH:14]=1.CC(C)([O-])C.[K+].O. Product: [F:9][C:8]([F:11])([F:10])[C:5]1[CH:6]=[CH:7][C:2]([S:19][C:16]2[CH:17]=[CH:18][C:13]([NH2:12])=[CH:14][CH:15]=2)=[CH:3][CH:4]=1. The catalyst class is: 16. (2) Reactant: [CH3:1][N:2]1[C:10]2[C:5](=[CH:6][CH:7]=[CH:8][C:9]=2[CH:11]=[O:12])[CH:4]=[CH:3]1.[BH4-].[Na+]. Product: [CH3:1][N:2]1[C:10]2[C:5](=[CH:6][CH:7]=[CH:8][C:9]=2[CH2:11][OH:12])[CH:4]=[CH:3]1. The catalyst class is: 8. (3) Reactant: CS([C:5]1[N:6]=[CH:7][C:8]2[CH2:14][N:13]([S:15]([CH3:18])(=[O:17])=[O:16])[CH2:12][CH2:11][C:9]=2[N:10]=1)(=O)=O.Cl.[NH:20]1[CH2:23][CH:22]([O:24][CH2:25][CH:26]2[CH2:31][CH2:30][N:29]([C:32]3[N:37]=[CH:36][C:35]([CH2:38][CH3:39])=[CH:34][N:33]=3)[CH2:28][CH2:27]2)[CH2:21]1.C(N(C(C)C)C(C)C)C. Product: [CH2:38]([C:35]1[CH:36]=[N:37][C:32]([N:29]2[CH2:30][CH2:31][CH:26]([CH2:25][O:24][CH:22]3[CH2:23][N:20]([C:5]4[N:6]=[CH:7][C:8]5[CH2:14][N:13]([S:15]([CH3:18])(=[O:17])=[O:16])[CH2:12][CH2:11][C:9]=5[N:10]=4)[CH2:21]3)[CH2:27][CH2:28]2)=[N:33][CH:34]=1)[CH3:39]. The catalyst class is: 37. (4) Reactant: [CH3:1][O-:2].[Na+].C([O:6][C:7]([C:9]1[CH:13]=[C:12]([C:14]2[CH:19]=[CH:18][C:17]([Cl:20])=[CH:16][N:15]=2)[N:11]([C:21]2[N:22]=[N:23][C:24](Cl)=[CH:25][CH:26]=2)[N:10]=1)=[O:8])C. Product: [Cl:20][C:17]1[CH:18]=[CH:19][C:14]([C:12]2[N:11]([C:21]3[N:22]=[N:23][C:24]([O:2][CH3:1])=[CH:25][CH:26]=3)[N:10]=[C:9]([C:7]([OH:6])=[O:8])[CH:13]=2)=[N:15][CH:16]=1. The catalyst class is: 5. (5) Reactant: [CH2:1]([O:8][C:9]1[CH:10]=[C:11](B(O)O)[CH:12]=[N:13][CH:14]=1)[C:2]1[CH:7]=[CH:6][CH:5]=[CH:4][CH:3]=1.C(=O)([O-])[O-].[Cs+].[Cs+].ClCCl.FC(F)(F)S(O[C:33]1[C:45]2[C:44]3[C:39](=[CH:40][CH:41]=[CH:42][CH:43]=3)[NH:38][C:37]=2[CH:36]=[CH:35][CH:34]=1)(=O)=O. Product: [CH2:1]([O:8][C:9]1[CH:10]=[C:11]([C:33]2[C:45]3[C:44]4[C:39](=[CH:40][CH:41]=[CH:42][CH:43]=4)[NH:38][C:37]=3[CH:36]=[CH:35][CH:34]=2)[CH:12]=[N:13][CH:14]=1)[C:2]1[CH:7]=[CH:6][CH:5]=[CH:4][CH:3]=1. The catalyst class is: 117.